Dataset: Full USPTO retrosynthesis dataset with 1.9M reactions from patents (1976-2016). Task: Predict the reactants needed to synthesize the given product. (1) Given the product [N+:1]([C:4]1[CH:11]=[CH:10][C:7]([CH:8]2[CH2:9][O:20]2)=[CH:6][CH:5]=1)([O-:3])=[O:2], predict the reactants needed to synthesize it. The reactants are: [N+:1]([C:4]1[CH:11]=[CH:10][C:7]([CH:8]=[CH2:9])=[CH:6][CH:5]=1)([O-:3])=[O:2].ClC1C(C(OO)=[O:20])=CC=CC=1.C(OCC)(=O)C. (2) Given the product [NH2:13][C:3]1[C:4](=[O:12])[N:5]([CH2:9][CH2:10][CH3:11])[C:6](=[O:8])[NH:7][C:2]=1[NH2:1], predict the reactants needed to synthesize it. The reactants are: [NH2:1][C:2]1[NH:7][C:6](=[O:8])[N:5]([CH2:9][CH2:10][CH3:11])[C:4](=[O:12])[C:3]=1[N:13]=O.S(S([O-])=O)([O-])=O.[Na+].[Na+]. (3) Given the product [F:3][C:4]1[CH:5]=[CH:6][C:7]([C:10]2[C:14]([CH2:15][O:16][C:26]3[CH:35]=[CH:34][C:29]([C:30]([O:32][CH3:33])=[O:31])=[CH:28][N:27]=3)=[C:13](/[CH:17]=[CH:18]/[C:19]3[CH:20]=[CH:21][CH:22]=[CH:23][CH:24]=3)[O:12][N:11]=2)=[N:8][CH:9]=1, predict the reactants needed to synthesize it. The reactants are: [H-].[Na+].[F:3][C:4]1[CH:5]=[CH:6][C:7]([C:10]2[C:14]([CH2:15][OH:16])=[C:13](/[CH:17]=[CH:18]/[C:19]3[CH:24]=[CH:23][CH:22]=[CH:21][CH:20]=3)[O:12][N:11]=2)=[N:8][CH:9]=1.Cl[C:26]1[CH:35]=[CH:34][C:29]([C:30]([O:32][CH3:33])=[O:31])=[CH:28][N:27]=1.[Cl-].[NH4+]. (4) Given the product [CH3:30][O:29][CH2:28][CH2:27][CH2:26][N:2]1[CH2:3][CH2:4][CH:5]([C:8]2[O:12][N:11]=[C:10]([N:13]3[C:21]4[C:16](=[CH:17][CH:18]=[CH:19][CH:20]=4)[C:15]([CH:22]([CH3:24])[CH3:23])=[N:14]3)[N:9]=2)[CH2:6][CH2:7]1, predict the reactants needed to synthesize it. The reactants are: Cl.[NH:2]1[CH2:7][CH2:6][CH:5]([C:8]2[O:12][N:11]=[C:10]([N:13]3[C:21]4[C:16](=[CH:17][CH:18]=[CH:19][CH:20]=4)[C:15]([CH:22]([CH3:24])[CH3:23])=[N:14]3)[N:9]=2)[CH2:4][CH2:3]1.Br[CH2:26][CH2:27][CH2:28][O:29][CH3:30].C(=O)([O-])[O-].[K+].[K+].[I-].[Na+]. (5) The reactants are: CC1(C)[O:6][C:5](=[CH:7][C:8]([N:10]([CH2:21][C:22]2[CH:27]=[CH:26][C:25]([F:28])=[CH:24][CH:23]=2)[O:11][CH2:12][CH2:13][CH2:14][N:15]2[CH2:20][CH2:19][O:18][CH2:17][CH2:16]2)=[O:9])[C:4](=[O:29])O1.C=O.[CH3:33][NH2:34].[CH3:35]O. Given the product [F:28][C:25]1[CH:24]=[CH:23][C:22]([CH2:21][N:10]([O:11][CH2:12][CH2:13][CH2:14][N:15]2[CH2:16][CH2:17][O:18][CH2:19][CH2:20]2)[C:8]([C:7]2[CH2:33][N:34]([CH3:35])[C:4](=[O:29])[C:5]=2[OH:6])=[O:9])=[CH:27][CH:26]=1, predict the reactants needed to synthesize it. (6) Given the product [C:1]([O:5][C:6]([NH:8][C@H:9]1[CH2:14][CH2:13][NH:12][CH2:11][C@H:10]1[CH3:22])=[O:7])([CH3:4])([CH3:2])[CH3:3], predict the reactants needed to synthesize it. The reactants are: [C:1]([O:5][C:6]([NH:8][C@H:9]1[CH2:14][CH2:13][N:12](CC2C=CC=CC=2)[CH2:11][C@H:10]1[CH3:22])=[O:7])([CH3:4])([CH3:3])[CH3:2]. (7) Given the product [F:2][C:3]1[CH:8]=[C:7]([N:9]2[CH2:13][C@H:12]([CH2:14][NH:15][C:16](=[O:18])[CH3:17])[O:11][C:10]2=[O:19])[CH:6]=[CH:5][C:4]=1[C:20]1[CH:25]=[CH:24][C:23]([CH2:26][NH:27][CH2:28][C:29]2[N:33]=[N:32][NH:31][CH:30]=2)=[CH:22][CH:21]=1, predict the reactants needed to synthesize it. The reactants are: Cl.[F:2][C:3]1[CH:8]=[C:7]([N:9]2[CH2:13][C@H:12]([CH2:14][NH:15][C:16](=[O:18])[CH3:17])[O:11][C:10]2=[O:19])[CH:6]=[CH:5][C:4]=1[C:20]1[CH:25]=[CH:24][C:23]([CH2:26][NH:27][CH2:28][C:29]2[N:33](CC3C=CC(OC)=CC=3)[N:32]=[N:31][CH:30]=2)=[CH:22][CH:21]=1.